From a dataset of Catalyst prediction with 721,799 reactions and 888 catalyst types from USPTO. Predict which catalyst facilitates the given reaction. (1) Reactant: [Cl:1][C:2]1[C:16]([Cl:17])=[CH:15][C:5]2[NH:6][C:7]([CH:9]([OH:14])[C:10]([F:13])([F:12])[F:11])=[N:8][C:4]=2[CH:3]=1.CC1(C)N([O-])C(C)(C)CC(OC)C1.[K+].[Br-].[O-]Cl.[Na+]. Product: [Cl:17][C:16]1[C:2]([Cl:1])=[CH:3][C:4]2[NH:8][C:7]([C:9](=[O:14])[C:10]([F:13])([F:11])[F:12])=[N:6][C:5]=2[CH:15]=1. The catalyst class is: 387. (2) Reactant: [CH2:1]([C:8]#[N:9])[C:2]1[CH:7]=[CH:6][CH:5]=[CH:4][CH:3]=1.C([Li])CCC.[O:15]1[CH2:20][CH2:19][C:18](=[O:21])[CH2:17][CH2:16]1. Product: [OH:21][C:18]1([CH:1]([C:2]2[CH:7]=[CH:6][CH:5]=[CH:4][CH:3]=2)[C:8]#[N:9])[CH2:19][CH2:20][O:15][CH2:16][CH2:17]1. The catalyst class is: 1.